Regression. Given a peptide amino acid sequence and an MHC pseudo amino acid sequence, predict their binding affinity value. This is MHC class I binding data. From a dataset of Peptide-MHC class I binding affinity with 185,985 pairs from IEDB/IMGT. (1) The peptide sequence is SGVEYPGGYCL. The MHC is H-2-Db with pseudo-sequence H-2-Db. The binding affinity (normalized) is 0. (2) The peptide sequence is FLSMLSATGL. The MHC is HLA-A02:01 with pseudo-sequence HLA-A02:01. The binding affinity (normalized) is 0.597.